From a dataset of Retrosynthesis with 50K atom-mapped reactions and 10 reaction types from USPTO. Predict the reactants needed to synthesize the given product. (1) Given the product COc1ccc(CN2C(=O)CC[C@@H]2/C=C(\c2ccc(C(C)(C)C)cc2)c2ccc(N)c(OC)n2)c(OC)c1, predict the reactants needed to synthesize it. The reactants are: CCCC[Sn](CCCC)(CCCC)/C(=C/[C@H]1CCC(=O)N1Cc1ccc(OC)cc1OC)c1ccc(C(C)(C)C)cc1.COc1nc(I)ccc1N. (2) The reactants are: COc1cc(Br)cc(OC)c1NC(=O)CC(C)(C)C.c1ccc2c(c1)CCNC2. Given the product COc1cc(N2CCc3ccccc3C2)cc(OC)c1NC(=O)CC(C)(C)C, predict the reactants needed to synthesize it. (3) Given the product COC(=O)N[C@H](C(=O)N1CC2(C[C@H]1C(=O)NCC(=O)c1ccc(Br)cc1)OCCO2)C(C)C, predict the reactants needed to synthesize it. The reactants are: COC(=O)N[C@H](C(=O)N1CC2(C[C@H]1C(=O)O)OCCO2)C(C)C.NCC(=O)c1ccc(Br)cc1. (4) Given the product CC(C)(CCc1ncc(-c2ccc(NC(=O)NCCN3CCCCC3)cc2)s1)C(=O)O, predict the reactants needed to synthesize it. The reactants are: COC(=O)C(C)(C)CCc1ncc(-c2ccc(NC(=O)NCCN3CCCCC3)cc2)s1. (5) Given the product CC(C)(C)OC(=O)N1CCN(Cc2cccc(O)c2)CC1, predict the reactants needed to synthesize it. The reactants are: CC(C)(C)OC(=O)N1CCN(Cc2cccc(OCc3ccccc3)c2)CC1.